From a dataset of Forward reaction prediction with 1.9M reactions from USPTO patents (1976-2016). Predict the product of the given reaction. Given the reactants [NH2:1][C:2]1[CH:3]=[C:4]([C:12]2[O:13][C:14]3[C:20]([F:21])=[C:19]([F:22])[CH:18]=[CH:17][C:15]=3[N:16]=2)[C:5]([NH:8][CH2:9][CH2:10][CH3:11])=[CH:6][CH:7]=1.[CH:23]1[C:28]([C:29]([OH:31])=[O:30])=[CH:27][C:26]2[C:32]([O:34][C:35](=O)[C:25]=2[CH:24]=1)=[O:33], predict the reaction product. The product is: [F:22][C:19]1[CH:18]=[CH:17][C:15]2[N:16]=[C:12]([C:4]3[CH:3]=[C:2]([N:1]4[C:32](=[O:33])[C:26]5[C:25](=[CH:24][CH:23]=[C:28]([C:29]([OH:31])=[O:30])[CH:27]=5)[C:35]4=[O:34])[CH:7]=[CH:6][C:5]=3[NH:8][CH2:9][CH2:10][CH3:11])[O:13][C:14]=2[C:20]=1[F:21].